Dataset: Cav3 T-type calcium channel HTS with 100,875 compounds. Task: Binary Classification. Given a drug SMILES string, predict its activity (active/inactive) in a high-throughput screening assay against a specified biological target. (1) The molecule is O=C1C(=N\NC(=O)c2ccncc2)/C(Cc2n(ncc12)c1ccccc1)(C)C. The result is 0 (inactive). (2) The compound is o1c(C2Cc3nc(N4CCN(CC4)Cc4cc5OCOc5cc4)nc(c3C(=O)C2)C)ccc1. The result is 0 (inactive).